This data is from Reaction yield outcomes from USPTO patents with 853,638 reactions. The task is: Predict the reaction yield, written as a fraction of the theoretical maximum amount of product (1.0 means a 100% yield; for example, 0.34 means a 34% yield). (1) The reactants are [C:1]([Si:5]([CH3:13])([CH3:12])[O:6][CH2:7][C:8]([CH3:11])([OH:10])[CH3:9])([CH3:4])([CH3:3])[CH3:2].CC(C)([O-])C.[K+].F[C:21]1[CH:26]=[CH:25][C:24]([N+:27]([O-:29])=[O:28])=[CH:23][C:22]=1[N:30]1[C:34](=[O:35])[N:33]([CH3:36])[N:32]=[N:31]1. The catalyst is C1COCC1. The product is [Si:5]([O:6][CH2:7][C:8]([CH3:11])([O:10][C:21]1[CH:26]=[CH:25][C:24]([N+:27]([O-:29])=[O:28])=[CH:23][C:22]=1[N:30]1[C:34](=[O:35])[N:33]([CH3:36])[N:32]=[N:31]1)[CH3:9])([C:1]([CH3:4])([CH3:3])[CH3:2])([CH3:13])[CH3:12]. The yield is 0.670. (2) The reactants are [NH2:1][CH:2]1[CH2:8][CH:7]2[N:9]([CH3:10])[CH:4]([CH2:5][CH2:6]2)[CH2:3]1.[C:11]1([C:17]2[O:18][C:19]3[C:25]([C:26](O)=[O:27])=[CH:24][CH:23]=[CH:22][C:20]=3[N:21]=2)[CH:16]=[CH:15][CH:14]=[CH:13][CH:12]=1. No catalyst specified. The product is [CH3:10][N:9]1[CH:7]2[CH2:6][CH2:5][CH:4]1[CH2:3][CH:2]([NH:1][C:26]([C:25]1[C:19]3[O:18][C:17]([C:11]4[CH:16]=[CH:15][CH:14]=[CH:13][CH:12]=4)=[N:21][C:20]=3[CH:22]=[CH:23][CH:24]=1)=[O:27])[CH2:8]2. The yield is 0.570. (3) The reactants are [OH:1][C@H:2]([CH2:18][N:19]1[CH2:23][CH2:22][CH2:21][CH2:20]1)[CH2:3][O:4][C:5]1[CH:14]=[C:13]2[C:8]([C:9](=[O:15])[NH:10][CH:11]=[N:12]2)=[CH:7][C:6]=1[O:16][CH3:17].[C:24](OC(=O)C)(=[O:26])[CH3:25].O. No catalyst specified. The product is [C:24]([O:1][C@H:2]([CH2:18][N:19]1[CH2:23][CH2:22][CH2:21][CH2:20]1)[CH2:3][O:4][C:5]1[CH:14]=[C:13]2[C:8]([C:9](=[O:15])[NH:10][CH:11]=[N:12]2)=[CH:7][C:6]=1[O:16][CH3:17])(=[O:26])[CH3:25]. The yield is 0.650. (4) The reactants are CSC.B.[NH2:5][C@H:6]1[CH2:11][CH2:10][C@H:9]([CH:12]2[O:25][C:24]3[C:23]4[C:18](=[CH:19][CH:20]=[C:21]([O:26][CH3:27])[N:22]=4)[N:17]=[CH:16][C:15]=3[NH:14][C:13]2=O)[CH2:8][CH2:7]1.ClCCl.CO. The catalyst is O1CCCC1. The product is [CH3:27][O:26][C:21]1[N:22]=[C:23]2[C:18](=[CH:19][CH:20]=1)[N:17]=[CH:16][C:15]1[NH:14][CH2:13][CH:12]([C@H:9]3[CH2:10][CH2:11][C@H:6]([NH2:5])[CH2:7][CH2:8]3)[O:25][C:24]2=1. The yield is 0.450. (5) The reactants are C([O-])([O-])=O.[K+].[K+].[C:7]([OH:10])(=O)[CH3:8].[OH2:11].[NH2:12][NH2:13].[C:14]([O-])(=O)[CH3:15].[Pb+4].[C:19]([O-])(=O)C.C([O-])(=O)C.C([O-])(=O)C. The catalyst is CO.CCOC(C)=O. The product is [C:7]([O:10][N:12]1[CH2:15][CH:14]=[CH:19][NH:13]1)(=[O:11])[CH3:8]. The yield is 0.402. (6) The reactants are [C:1]([C:3]1[CH:4]=[CH:5][C:6]([O:12][CH3:13])=[C:7]([CH:11]=1)[C:8]([OH:10])=O)#[N:2].C(Cl)(=O)C(Cl)=O.[F:20][C:21]([F:32])([F:31])[O:22][C:23]1[CH:29]=[CH:28][C:26]([NH2:27])=[C:25]([Cl:30])[CH:24]=1.C(N(CC)C(C)C)(C)C. The catalyst is ClCCl.O1CCCC1.CN(C)C=O. The product is [C:1]([C:3]1[CH:4]=[CH:5][C:6]([O:12][CH3:13])=[C:7]([CH:11]=1)[C:8]([NH:27][C:26]1[CH:28]=[CH:29][C:23]([O:22][C:21]([F:20])([F:31])[F:32])=[CH:24][C:25]=1[Cl:30])=[O:10])#[N:2]. The yield is 0.900.